Dataset: Forward reaction prediction with 1.9M reactions from USPTO patents (1976-2016). Task: Predict the product of the given reaction. (1) Given the reactants [Br:1]Br.[CH:3]1([C@H:6]([NH:14][C:15]([C:17]2[C:26]3[C:21](=[C:22]([F:27])[CH:23]=[CH:24][CH:25]=3)[C:20](=[O:28])[N:19]([CH2:29][CH2:30][CH3:31])[C:18]=2[CH3:32])=[O:16])[C:7]2[CH:12]=[CH:11][CH:10]=[C:9]([F:13])[CH:8]=2)[CH2:5][CH2:4]1, predict the reaction product. The product is: [CH:3]1([C@H:6]([NH:14][C:15]([C:17]2[C:26]3[C:21](=[C:22]([F:27])[CH:23]=[CH:24][CH:25]=3)[C:20](=[O:28])[N:19]([CH2:29][CH2:30][CH3:31])[C:18]=2[CH2:32][Br:1])=[O:16])[C:7]2[CH:12]=[CH:11][CH:10]=[C:9]([F:13])[CH:8]=2)[CH2:5][CH2:4]1. (2) Given the reactants [CH3:1][C:2]([CH3:5])([O-])C.[K+].Br[C:8]1[CH:13]=[CH:12][C:11]([SH:14])=[CH:10][CH:9]=1.[Br:15]C1CC1, predict the reaction product. The product is: [Br:15][C:12]1[CH:13]=[CH:8][C:9]([CH:5]2[CH2:2][CH2:1]2)=[CH:10][C:11]=1[SH:14].